From a dataset of HIV replication inhibition screening data with 41,000+ compounds from the AIDS Antiviral Screen. Binary Classification. Given a drug SMILES string, predict its activity (active/inactive) in a high-throughput screening assay against a specified biological target. (1) The drug is COc1ccc(C=Nc2c(C)n(C)n(-c3ccccc3)c2=O)cc1. The result is 0 (inactive). (2) The compound is Cc1nc(O)nc(O)c1Cc1ccc(Cl)cc1. The result is 0 (inactive).